Predict the reaction yield, written as a fraction of the theoretical maximum amount of product (1.0 means a 100% yield; for example, 0.34 means a 34% yield). From a dataset of Reaction yield outcomes from USPTO patents with 853,638 reactions. (1) The reactants are [O:1]=[C:2]1[C:10]2([C:11]3[CH:16]=[CH:15][CH:14]=[CH:13][N:12]=3)[CH:5]([CH2:6][N:7]([C:17]([O:19][C:20]([CH3:23])([CH3:22])[CH3:21])=[O:18])[CH2:8][CH2:9]2)[CH2:4][O:3]1.[BH4-].[Li+]. The catalyst is C1COCC1.C1(C)C=CC=CC=1.C(Cl)Cl.C(OCC)(=O)C. The product is [OH:3][CH2:4][CH:5]1[C:10]([CH2:2][OH:1])([C:11]2[CH:16]=[CH:15][CH:14]=[CH:13][N:12]=2)[CH2:9][CH2:8][N:7]([C:17]([O:19][C:20]([CH3:23])([CH3:22])[CH3:21])=[O:18])[CH2:6]1. The yield is 0.705. (2) The reactants are CS(O[CH2:6][CH2:7][O:8][C:9]1[C:17]2[C:12](=[N:13][CH:14]=[N:15][C:16]=2[NH:18][C:19]2[CH:24]=[CH:23][C:22]([O:25][CH2:26][C:27]3[CH:32]=[CH:31][CH:30]=[CH:29][N:28]=3)=[C:21]([CH2:33][CH3:34])[CH:20]=2)[NH:11][N:10]=1)(=O)=O.[NH:35]1[CH2:40][CH2:39][O:38][CH2:37][CH2:36]1. No catalyst specified. The product is [CH2:33]([C:21]1[CH:20]=[C:19]([NH:18][C:16]2[N:15]=[CH:14][N:13]=[C:12]3[NH:11][N:10]=[C:9]([O:8][CH2:7][CH2:6][N:35]4[CH2:40][CH2:39][O:38][CH2:37][CH2:36]4)[C:17]=23)[CH:24]=[CH:23][C:22]=1[O:25][CH2:26][C:27]1[CH:32]=[CH:31][CH:30]=[CH:29][N:28]=1)[CH3:34]. The yield is 0.450. (3) The reactants are [C:1](#N)C.[Cl:4][C:5]1[C:6]([F:14])=[C:7](OCI)[CH:8]=[CH:9][CH:10]=1.N#N.[F:17][C:18]1[CH:23]=[CH:22][C:21]([C:24]#[CH:25])=[CH:20][CH:19]=1.[OH2:26]. The yield is 0.741. The product is [Cl:4][C:5]1[CH:10]=[CH:9][C:8]([O:26][CH3:1])=[C:7]([C:25]#[C:24][C:21]2[CH:22]=[CH:23][C:18]([F:17])=[CH:19][CH:20]=2)[C:6]=1[F:14]. The catalyst is C([O-])(=O)C.[Pd+2].C([O-])(=O)C.C(OC(=O)C)C. (4) The reactants are [OH:1][CH:2]1[O:10][C@H:9]([CH2:11][OH:12])[C@H:7]([OH:8])[C@H:5]([OH:6])[C@H:3]1[NH2:4].[C:13]([O:16]C(=O)C)(=[O:15])[CH3:14]. The catalyst is N1C=CC=CC=1. The product is [C:2]([OH:10])(=[O:1])[CH3:3].[C:13]([OH:16])(=[O:15])[CH3:14].[C:2]([OH:10])(=[O:1])[CH3:3].[C:2]([OH:10])(=[O:1])[CH3:3].[C:2]([OH:10])(=[O:1])[CH3:3].[OH:1][CH:2]1[O:10][C@H:9]([CH2:11][OH:12])[C@H:7]([OH:8])[C@H:5]([OH:6])[C@H:3]1[NH2:4]. The yield is 0.930. (5) The reactants are [NH2:1][C:2]1[C:7]([C:8]([OH:10])=O)=[CH:6][N:5]=[C:4]([S:11][CH2:12][CH3:13])[N:3]=1.F[P-](F)(F)(F)(F)F.[N:21]1([O:30][C:31](N(C)C)=[N+](C)C)[C:25]2C=CC=CC=2N=N1.O.ON1C2C=CC=CC=2N=N1.C(N(C(C)C)CC)(C)C. The catalyst is CN(C)C=O.C(OCC)(=O)C.O. The product is [CH3:31][O:30][N:21]([CH3:25])[C:8]([C:7]1[C:2]([NH2:1])=[N:3][C:4]([S:11][CH2:12][CH3:13])=[N:5][CH:6]=1)=[O:10]. The yield is 0.980. (6) The reactants are N(C(N1CCCCC1)=O)=NC(N1CCCCC1)=O.C(P(CCCC)CCCC)CCC.[CH2:32]([O:39][CH2:40][C@H:41]1[CH2:43][C@@H:42]1[C:44]1[CH:45]=[C:46]([OH:50])[CH:47]=[N:48][CH:49]=1)[C:33]1[CH:38]=[CH:37][CH:36]=[CH:35][CH:34]=1.[C:51]([O:55][C:56]([N:58]1[CH2:61][CH2:60][C@H:59]1[CH2:62]O)=[O:57])([CH3:54])([CH3:53])[CH3:52]. The catalyst is C1(C)C=CC=CC=1. The product is [C:51]([O:55][C:56]([N:58]1[CH2:61][CH2:60][C@H:59]1[CH2:62][O:50][C:46]1[CH:47]=[N:48][CH:49]=[C:44]([C@H:42]2[CH2:43][C@@H:41]2[CH2:40][O:39][CH2:32][C:33]2[CH:34]=[CH:35][CH:36]=[CH:37][CH:38]=2)[CH:45]=1)=[O:57])([CH3:54])([CH3:52])[CH3:53]. The yield is 0.790. (7) The reactants are [NH2:1][C@H:2]([C:10]([OH:12])=[O:11])[CH2:3][CH2:4][CH2:5][NH:6][C:7](=[NH:9])[NH2:8].[C:13](Cl)(=[O:25])[CH2:14][CH2:15][CH2:16][CH2:17][CH2:18][CH2:19][CH2:20][CH2:21][CH2:22][CH2:23][CH3:24].[OH-].[Na+].Cl. The catalyst is O.C(O)(C)C. The product is [C:13]([NH:1][C@H:2]([C:10]([OH:12])=[O:11])[CH2:3][CH2:4][CH2:5][NH:6][C:7](=[NH:8])[NH2:9])(=[O:25])[CH2:14][CH2:15][CH2:16][CH2:17][CH2:18][CH2:19][CH2:20][CH2:21][CH2:22][CH2:23][CH3:24]. The yield is 0.923. (8) The reactants are C([O:6][CH3:7])(OC)OC.[CH3:8][N:9]([CH3:19])[CH2:10][CH2:11][CH2:12][C:13]1[CH:17]=[C:16]([CH3:18])[NH:15][CH:14]=1.O.[OH-].[Na+]. The catalyst is C(O)(C(F)(F)F)=O. The product is [CH3:19][N:9]([CH3:8])[CH2:10][CH2:11][CH2:12][C:13]1[CH2:17][C:16]([CH3:18])=[N:15][C:14]=1[CH:7]=[O:6]. The yield is 0.760. (9) The reactants are [F:1][C:2]1[CH:3]=[C:4]([C:8]2[CH:23]=[C:11]3[CH2:12][N:13]([C:16]([O:18][C:19]([CH3:22])([CH3:21])[CH3:20])=[O:17])[CH2:14][CH2:15][N:10]3[N:9]=2)[CH:5]=[CH:6][CH:7]=1.C1C(=O)N([I:31])C(=O)C1. The catalyst is ClCCl. The product is [F:1][C:2]1[CH:3]=[C:4]([C:8]2[C:23]([I:31])=[C:11]3[CH2:12][N:13]([C:16]([O:18][C:19]([CH3:20])([CH3:22])[CH3:21])=[O:17])[CH2:14][CH2:15][N:10]3[N:9]=2)[CH:5]=[CH:6][CH:7]=1. The yield is 0.860. (10) The reactants are [Cl:1][C:2]1[CH:3]=[C:4]([CH2:13][O:14][C:15]2[CH:20]=[CH:19][C:18]([CH2:21][CH:22]([CH3:26])[C:23]([OH:25])=[O:24])=[CH:17][C:16]=2[C:27]([F:30])([F:29])[F:28])[C:5]2[O:9][C:8]([CH3:11])([CH3:10])[CH2:7][C:6]=2[CH:12]=1.F[B-](F)(F)F.N1(OC(N(C)C)=[N+](C)C)C2C=CC=CC=2N=N1.C(N(C(C)C)CC)(C)C.[C:62]([NH:65][CH2:66][CH2:67]O)(=[O:64])[CH3:63]. The catalyst is CN(C=O)C. The product is [Cl:1][C:2]1[CH:3]=[C:4]([CH2:13][O:14][C:15]2[CH:20]=[CH:19][C:18]([CH2:21][CH:22]([CH3:26])[C:23]([O:25][CH2:67][CH2:66][NH:65][C:62](=[O:64])[CH3:63])=[O:24])=[CH:17][C:16]=2[C:27]([F:30])([F:28])[F:29])[C:5]2[O:9][C:8]([CH3:11])([CH3:10])[CH2:7][C:6]=2[CH:12]=1. The yield is 0.700.